This data is from Reaction yield outcomes from USPTO patents with 853,638 reactions. The task is: Predict the reaction yield, written as a fraction of the theoretical maximum amount of product (1.0 means a 100% yield; for example, 0.34 means a 34% yield). (1) The reactants are [CH2:1]([O:8][CH:9]1[CH2:14][CH2:13][CH2:12][CH:11]([OH:15])[CH2:10]1)[C:2]1[CH:7]=[CH:6][CH:5]=[CH:4][CH:3]=1.[Br:16][C:17]1[CH:22]=[C:21]([F:23])[C:20](O)=[C:19]([F:25])[CH:18]=1.C1(P(C2C=CC=CC=2)C2C=CC=CC=2)C=CC=CC=1.C(N(CC)CC)C.N(C(OCC)=O)=NC(OCC)=O. The catalyst is C1COCC1. The product is [CH2:1]([O:8][CH:9]1[CH2:14][CH2:13][CH2:12][CH:11]([O:15][C:20]2[C:21]([F:23])=[CH:22][C:17]([Br:16])=[CH:18][C:19]=2[F:25])[CH2:10]1)[C:2]1[CH:7]=[CH:6][CH:5]=[CH:4][CH:3]=1. The yield is 0.520. (2) The reactants are [CH3:1][Mg]Br.[C:4]([O:8][C:9]([N:11]1[CH2:16][CH2:15][C:14]([C:24](=[O:26])[CH3:25])([C:17]2[CH:22]=[CH:21][C:20]([Cl:23])=[CH:19][CH:18]=2)[CH2:13][CH2:12]1)=[O:10])([CH3:7])([CH3:6])[CH3:5]. The catalyst is C1(C)C=CC=CC=1.O1CCCC1.O1CCCC1. The product is [C:4]([O:8][C:9]([N:11]1[CH2:16][CH2:15][C:14]([C:17]2[CH:18]=[CH:19][C:20]([Cl:23])=[CH:21][CH:22]=2)([C:24]([OH:26])([CH3:1])[CH3:25])[CH2:13][CH2:12]1)=[O:10])([CH3:7])([CH3:5])[CH3:6]. The yield is 0.670. (3) The reactants are [F:1][C:2]([F:14])([F:13])[C:3]1[NH:4][C:5]2[CH:11]=[C:10]([NH2:12])[CH:9]=[CH:8][C:6]=2[N:7]=1.[Br:15]Br. The catalyst is CC(O)=O. The product is [F:14][C:2]([F:1])([F:13])[C:3]1[NH:4][C:5]2[C:11]([Br:15])=[C:10]([NH2:12])[CH:9]=[CH:8][C:6]=2[N:7]=1. The yield is 0.940. (4) The reactants are [CH3:1][C:2]1[C:6]2[CH:7]=[CH:8][CH:9]=[CH:10][C:5]=2[O:4][C:3]=1[C:11]([OH:13])=O.[CH3:14][C:15]1([CH3:29])[C:19]([CH3:21])([CH3:20])[O:18][B:17]([C:22]2[CH:27]=[CH:26][C:25]([NH2:28])=[CH:24][CH:23]=2)[O:16]1. No catalyst specified. The product is [CH3:20][C:19]1([CH3:21])[C:15]([CH3:14])([CH3:29])[O:16][B:17]([C:22]2[CH:27]=[CH:26][C:25]([NH:28][C:11]([C:3]3[O:4][C:5]4[CH:10]=[CH:9][CH:8]=[CH:7][C:6]=4[C:2]=3[CH3:1])=[O:13])=[CH:24][CH:23]=2)[O:18]1. The yield is 0.550. (5) The reactants are [NH2:1][C:2]1[N:7]=[CH:6][C:5]([C:8]([N:10]2[C@@H:15]([CH3:16])[CH2:14][O:13][CH2:12][C@H:11]2[CH3:17])=[O:9])=[CH:4][CH:3]=1.[C:18]([O:21][CH2:22][C:23]1[C:24]([N:38]2[CH2:50][CH2:49][N:41]3[C:42]4[CH2:43][CH2:44][CH2:45][CH2:46][C:47]=4[CH:48]=[C:40]3[C:39]2=[O:51])=[N:25][CH:26]=[CH:27][C:28]=1[C:29]1[CH:34]=[C:33](Br)[C:32](=[O:36])[N:31]([CH3:37])[CH:30]=1)(=[O:20])[CH3:19].C(=O)([O-])[O-].[Cs+].[Cs+].CC1(C)C2C(=C(P(C3C=CC=CC=3)C3C=CC=CC=3)C=CC=2)OC2C(P(C3C=CC=CC=3)C3C=CC=CC=3)=CC=CC1=2. The catalyst is C1C=CC(/C=C/C(/C=C/C2C=CC=CC=2)=O)=CC=1.C1C=CC(/C=C/C(/C=C/C2C=CC=CC=2)=O)=CC=1.C1C=CC(/C=C/C(/C=C/C2C=CC=CC=2)=O)=CC=1.[Pd].[Pd].O1CCOCC1. The product is [C:18]([O:21][CH2:22][C:23]1[C:24]([N:38]2[CH2:50][CH2:49][N:41]3[C:42]4[CH2:43][CH2:44][CH2:45][CH2:46][C:47]=4[CH:48]=[C:40]3[C:39]2=[O:51])=[N:25][CH:26]=[CH:27][C:28]=1[C:29]1[CH:34]=[C:33]([NH:1][C:2]2[CH:3]=[CH:4][C:5]([C:8]([N:10]3[C@@H:15]([CH3:16])[CH2:14][O:13][CH2:12][C@H:11]3[CH3:17])=[O:9])=[CH:6][N:7]=2)[C:32](=[O:36])[N:31]([CH3:37])[CH:30]=1)(=[O:20])[CH3:19]. The yield is 0.590. (6) The reactants are [Br:1][C:2]1[CH:7]=[C:6]([Br:8])[N:5]=[C:4]([C:9]2[CH:14]=[CH:13][CH:12]=[CH:11][C:10]=2[Cl:15])[C:3]=1[CH2:16][CH2:17][C:18]([OH:20])=O.C[Si](C=[N+]=[N-])(C)C.C[Al](C)C.[Cl:32][C:33]1[CH:39]=[CH:38][CH:37]=[CH:36][C:34]=1[NH2:35].Cl. The catalyst is C1(C)C=CC=CC=1.CO.ClCCl.O. The product is [Cl:32][C:33]1[CH:39]=[CH:38][CH:37]=[CH:36][C:34]=1[NH:35][C:18](=[O:20])[CH2:17][CH2:16][C:3]1[C:4]([C:9]2[CH:14]=[CH:13][CH:12]=[CH:11][C:10]=2[Cl:15])=[N:5][C:6]([Br:8])=[CH:7][C:2]=1[Br:1]. The yield is 0.690.